Dataset: Full USPTO retrosynthesis dataset with 1.9M reactions from patents (1976-2016). Task: Predict the reactants needed to synthesize the given product. Given the product [F:1][C:2]1[CH:7]=[CH:6][CH:5]=[CH:4][C:3]=1[CH2:8][CH:9]([OH:17])[CH:10]([CH3:16])[C:11]([O:13][CH2:14][CH3:15])=[O:12], predict the reactants needed to synthesize it. The reactants are: [F:1][C:2]1[CH:7]=[CH:6][CH:5]=[CH:4][C:3]=1[CH2:8][C:9](=[O:17])[CH:10]([CH3:16])[C:11]([O:13][CH2:14][CH3:15])=[O:12].C1OC2C(C3C4OCOC=4C=CC=3P(C3C=CC=CC=3)C3C=CC=CC=3)=C(P(C3C=CC=CC=3)C3C=CC=CC=3)C=CC=2O1.